This data is from Full USPTO retrosynthesis dataset with 1.9M reactions from patents (1976-2016). The task is: Predict the reactants needed to synthesize the given product. (1) Given the product [F:29][C:26]1[CH:25]=[CH:24][C:23]([CH2:22][NH:21][C:19]([C:17]2[C:16]([OH:30])=[C:15]3[C:10]([CH:11]=[CH:12][CH:13]=[N:14]3)=[C:9]([N:1]3[CH2:6][CH2:5][CH2:4][NH:3][C:2]3=[O:7])[N:18]=2)=[O:20])=[CH:28][CH:27]=1, predict the reactants needed to synthesize it. The reactants are: [NH:1]1[CH2:6][CH2:5][CH2:4][NH:3][C:2]1=[O:7].Br[C:9]1[N:18]=[C:17]([C:19]([NH:21][CH2:22][C:23]2[CH:28]=[CH:27][C:26]([F:29])=[CH:25][CH:24]=2)=[O:20])[C:16]([OH:30])=[C:15]2[C:10]=1[CH:11]=[CH:12][CH:13]=[N:14]2. (2) Given the product [CH3:3][N:4]1[CH2:17][CH2:16][C:7]2[N:8]([CH2:22][C:20]([C:23]3[CH:28]=[CH:27][N:26]=[CH:25][CH:24]=3)([OH:21])[CH2:18][CH3:19])[C:9]3[CH:10]=[CH:11][C:12]([CH3:15])=[CH:13][C:14]=3[C:6]=2[CH2:5]1, predict the reactants needed to synthesize it. The reactants are: [H-].[Na+].[CH3:3][N:4]1[CH2:17][CH2:16][CH:7]2[NH:8][C:9]3[CH:10]=[CH:11][C:12]([CH3:15])=[CH:13][C:14]=3[CH:6]2[CH2:5]1.[CH2:18]([C:20]1([C:23]2[CH:28]=[CH:27][N:26]=[CH:25][CH:24]=2)[CH2:22][O:21]1)[CH3:19]. (3) Given the product [Br:1][C:2]1[CH:8]=[CH:7][C:6]([F:9])=[CH:5][C:3]=1[NH:4][C:20](=[O:21])[O:22][C:23]([CH3:26])([CH3:25])[CH3:24], predict the reactants needed to synthesize it. The reactants are: [Br:1][C:2]1[CH:8]=[CH:7][C:6]([F:9])=[CH:5][C:3]=1[NH2:4].C[Si]([N-][Si](C)(C)C)(C)C.[Na+].[C:20](O[C:20]([O:22][C:23]([CH3:26])([CH3:25])[CH3:24])=[O:21])([O:22][C:23]([CH3:26])([CH3:25])[CH3:24])=[O:21]. (4) The reactants are: [C:1]1([NH:7][NH2:8])[CH:6]=[CH:5][CH:4]=[CH:3][CH:2]=1.[CH:9]1([C:12]2N(C(C)C)N=[CH:14][C:13]=2[CH:20]=[O:21])[CH2:11][CH2:10]1. Given the product [CH:9]([C:12]1[N:7]([C:1]2[CH:6]=[CH:5][CH:4]=[CH:3][CH:2]=2)[N:8]=[CH:14][C:13]=1[CH:20]=[O:21])([CH3:11])[CH3:10], predict the reactants needed to synthesize it. (5) Given the product [CH3:1][C:2]([CH3:27])=[CH:3][CH2:4][C@@H:5]([OH:20])[C:6]1[C:16](=[O:17])[C:15]2[C:14]([OH:18])=[CH:13][CH:12]=[C:11]([OH:19])[C:10]=2[C:8](=[O:9])[CH:7]=1, predict the reactants needed to synthesize it. The reactants are: [CH3:1][C:2]([CH3:27])=[CH:3][CH2:4][CH:5]([O:20]C(C=C(C)C)=O)[C:6]1[C:16](=[O:17])[C:15]2[C:10](=[C:11]([OH:19])[CH:12]=[CH:13][C:14]=2[OH:18])[C:8](=[O:9])[CH:7]=1.CC(C)=CC[C@@H](OC(C)=O)C1C(=O)C2C(O)=CC=C(O)C=2C(=O)C=1. (6) Given the product [F:23][P-:24]([F:29])([F:28])([F:27])([F:26])[F:25].[CH3:6][O:7][C:8]1[CH:13]=[C:12]([NH:14][C:15]2[CH:20]=[CH:19][CH:18]=[CH:17][CH:16]=2)[CH:11]=[CH:10][C:9]=1[N+:21]#[N:22], predict the reactants needed to synthesize it. The reactants are: S([O-])(O)(=O)=O.[CH3:6][O:7][C:8]1[CH:13]=[C:12]([NH:14][C:15]2[CH:20]=[CH:19][CH:18]=[CH:17][CH:16]=2)[CH:11]=[CH:10][C:9]=1[N+:21]#[N:22].[F:23][P-:24]([F:29])([F:28])([F:27])([F:26])[F:25].[K+].